Dataset: Reaction yield outcomes from USPTO patents with 853,638 reactions. Task: Predict the reaction yield, written as a fraction of the theoretical maximum amount of product (1.0 means a 100% yield; for example, 0.34 means a 34% yield). The reactants are Br[C:2]1[C:10]2[CH2:9][CH2:8][N:7]([C:11]3[CH:16]=[CH:15][C:14]([N:17]4[CH2:22][CH2:21][CH2:20][CH2:19][C:18]4=[O:23])=[CH:13][CH:12]=3)[C:6](=[O:24])[C:5]=2[N:4]([C:25]2[CH:30]=[CH:29][C:28]([O:31][CH3:32])=[CH:27][CH:26]=2)[N:3]=1.CNC.CC(C)([O-])C.[Na+].C1(P(C2CCCCC2)C2C=CC=CC=2C2C=CC=CC=2N(C)C)CCCCC1. The catalyst is C1(C)C=CC=CC=1.O1CCOCC1. The product is [CH3:32][O:31][C:28]1[CH:27]=[CH:26][C:25]([N:4]2[C:5]3[C:6](=[O:24])[N:7]([C:11]4[CH:16]=[CH:15][C:14]([N:17]5[CH2:22][CH2:21][CH2:20][CH2:19][C:18]5=[O:23])=[CH:13][CH:12]=4)[CH2:8][CH2:9][C:10]=3[CH:2]=[N:3]2)=[CH:30][CH:29]=1. The yield is 0.180.